From a dataset of Forward reaction prediction with 1.9M reactions from USPTO patents (1976-2016). Predict the product of the given reaction. (1) Given the reactants Cl[C:2]1[CH:8]=[C:7]([C:9]([F:12])([F:11])[F:10])[CH:6]=[CH:5][C:3]=1[NH2:4].[C:13](=[S:18])(OCC)[S-].[K+].[ClH:20], predict the reaction product. The product is: [Cl:20][C:13]1[S:18][C:2]2[CH:8]=[C:7]([C:9]([F:12])([F:11])[F:10])[CH:6]=[CH:5][C:3]=2[N:4]=1. (2) Given the reactants Br[C:2]1[N:6]([CH3:7])[CH:5]=[N:4][CH:3]=1.CCN(C(C)C)C(C)C.C([Mg]Cl)(C)C.[Cl:22][C:23]1[CH:54]=[CH:53][C:26]([C:27]([C:29]2[CH:30]=[C:31]3[C:36](=[N:37][CH:38]=2)[N:35]([CH3:39])[C:34](=[O:40])[CH:33]=[C:32]3[C:41]2[CH:46]=[CH:45][CH:44]=[C:43]([C:47]#[C:48][Si:49]([CH3:52])([CH3:51])[CH3:50])[CH:42]=2)=[O:28])=[CH:25][CH:24]=1, predict the reaction product. The product is: [Cl:22][C:23]1[CH:54]=[CH:53][C:26]([C:27]([OH:28])([C:2]2[N:6]([CH3:7])[CH:5]=[N:4][CH:3]=2)[C:29]2[CH:30]=[C:31]3[C:36](=[N:37][CH:38]=2)[N:35]([CH3:39])[C:34](=[O:40])[CH:33]=[C:32]3[C:41]2[CH:46]=[CH:45][CH:44]=[C:43]([C:47]#[C:48][Si:49]([CH3:50])([CH3:52])[CH3:51])[CH:42]=2)=[CH:25][CH:24]=1. (3) Given the reactants Cl[CH2:2][CH2:3][CH2:4][N:5]1[CH2:10][CH2:9][O:8][CH2:7][CH2:6]1.[CH3:11][N:12]([CH3:39])[C:13]1[CH:14]=[C:15]([CH:36]=[CH:37][CH:38]=1)[C:16]([NH:18][C:19]1[CH:20]=[CH:21][C:22]([CH3:35])=[C:23]([NH:25][C:26](=[O:34])[C:27]2[CH:32]=[CH:31][C:30]([OH:33])=[CH:29][CH:28]=2)[CH:24]=1)=[O:17].C(=O)([O-])[O-].[K+].[K+].CC(N(C)C)=O, predict the reaction product. The product is: [CH3:39][N:12]([CH3:11])[C:13]1[CH:14]=[C:15]([CH:36]=[CH:37][CH:38]=1)[C:16]([NH:18][C:19]1[CH:20]=[CH:21][C:22]([CH3:35])=[C:23]([NH:25][C:26](=[O:34])[C:27]2[CH:32]=[CH:31][C:30]([O:33][CH2:2][CH2:3][CH2:4][N:5]3[CH2:10][CH2:9][O:8][CH2:7][CH2:6]3)=[CH:29][CH:28]=2)[CH:24]=1)=[O:17]. (4) Given the reactants [CH:1]([S:3]([CH:6]=[CH2:7])(=[O:5])=[O:4])=[CH2:2].[NH2:8][C:9]1[CH:16]=[CH:15][C:12]([CH2:13][NH2:14])=[CH:11][CH:10]=1.N#N, predict the reaction product. The product is: [O:4]=[S:3]1(=[O:5])[CH2:6][CH2:7][N:14]([CH2:13][C:12]2[CH:15]=[CH:16][C:9]([NH2:8])=[CH:10][CH:11]=2)[CH2:2][CH2:1]1. (5) Given the reactants [O:1]([CH2:8][CH2:9][NH2:10])[C:2]1[CH:7]=[CH:6][CH:5]=[CH:4][CH:3]=1.[C:11]([N:15]1[C:19](=[O:20])[C:18](Cl)=[C:17]([C:22]2[CH:27]=[CH:26][CH:25]=[CH:24][CH:23]=2)[S:16]1(=[O:29])=[O:28])([CH3:14])([CH3:13])[CH3:12], predict the reaction product. The product is: [C:11]([N:15]1[C:19](=[O:20])[C:18]([NH:10][CH2:9][CH2:8][O:1][C:2]2[CH:7]=[CH:6][CH:5]=[CH:4][CH:3]=2)=[C:17]([C:22]2[CH:27]=[CH:26][CH:25]=[CH:24][CH:23]=2)[S:16]1(=[O:28])=[O:29])([CH3:14])([CH3:12])[CH3:13]. (6) Given the reactants [F:1][C:2]([F:32])([F:31])[C:3]1[CH:26]=[C:25]([C:27]([F:30])([F:29])[F:28])[CH:24]=[CH:23][C:4]=1[CH2:5][N:6]1[C:14]2[C:9](=[CH:10][C:11](/[CH:15]=[C:16]3/[C:17](=[O:22])[NH:18][C:19](=[O:21])[S:20]/3)=[CH:12][CH:13]=2)[CH:8]=[N:7]1.Br[CH2:34][CH2:35]Cl.[NH:37]1[CH2:41][CH2:40][CH2:39][CH2:38]1, predict the reaction product. The product is: [F:32][C:2]([F:31])([F:1])[C:3]1[CH:26]=[C:25]([C:27]([F:29])([F:28])[F:30])[CH:24]=[CH:23][C:4]=1[CH2:5][N:6]1[C:14]2[C:9](=[CH:10][C:11](/[CH:15]=[C:16]3/[C:17](=[O:22])[N:18]([CH2:39][CH2:38][N:37]4[CH2:35][CH2:34][CH2:40][CH2:41]4)[C:19](=[O:21])[S:20]/3)=[CH:12][CH:13]=2)[CH:8]=[N:7]1. (7) The product is: [OH:8][C:9]1[CH:22]=[CH:21][C:12]([CH2:13][NH:14][C:15]([CH:17]2[CH2:18][NH:19][CH2:20]2)=[O:16])=[CH:11][C:10]=1[O:23][CH3:24]. Given the reactants C([O:8][C:9]1[CH:22]=[CH:21][C:12]([CH2:13][NH:14][C:15]([CH:17]2[CH2:20][NH:19][CH2:18]2)=[O:16])=[CH:11][C:10]=1[O:23][CH3:24])C1C=CC=CC=1, predict the reaction product. (8) Given the reactants [CH:1]1[C:6]([OH:7])=[CH:5][CH:4]=[C:3]([Br:8])[CH:2]=1.C([O-])([O-])=O.[Cs+].[Cs+].[CH2:15]([CH:17]1[O:19][CH2:18]1)Br.CCCCCCC.C(OCC)(=O)C, predict the reaction product. The product is: [Br:8][C:3]1[CH:4]=[CH:5][C:6]([O:7][CH2:15][CH:17]2[CH2:18][O:19]2)=[CH:1][CH:2]=1.